This data is from Full USPTO retrosynthesis dataset with 1.9M reactions from patents (1976-2016). The task is: Predict the reactants needed to synthesize the given product. Given the product [CH2:4]([C:5]1[O:6][C:9]2[CH:10]=[CH:11][CH:12]=[C:13]([O:14][CH3:15])[C:8]=2[N:7]=1)[CH3:3], predict the reactants needed to synthesize it. The reactants are: CO[CH2:3][CH2:4][C:5]([NH:7][C:8]1[C:13]([OH:14])=[CH:12][CH:11]=[CH:10][CH:9]=1)=[O:6].[C:15](=O)([O-])O.[Na+].